This data is from Reaction yield outcomes from USPTO patents with 853,638 reactions. The task is: Predict the reaction yield, written as a fraction of the theoretical maximum amount of product (1.0 means a 100% yield; for example, 0.34 means a 34% yield). (1) The reactants are [S:1]1[C:5]([C:6]2[C:14]3[C:9](=[CH:10][CH:11]=[C:12]([C:15](N)=[O:16])[CH:13]=3)[N:8](C3CCCCO3)[N:7]=2)=[CH:4][C:3]2[CH:24]=[CH:25][CH:26]=[CH:27][C:2]1=2.Cl.[OH-:29].[Na+].[CH3:31]O. The product is [S:1]1[C:5]([C:6]2[C:14]3[C:9](=[CH:10][CH:11]=[C:12]([C:15]([O:29][CH3:31])=[O:16])[CH:13]=3)[NH:8][N:7]=2)=[CH:4][C:3]2[CH:24]=[CH:25][CH:26]=[CH:27][C:2]1=2. The yield is 0.260. No catalyst specified. (2) The reactants are [CH3:1][O:2][C:3]1[CH:11]=[C:10]([O:12][CH3:13])[C:9]([O:14][CH3:15])=[CH:8][C:4]=1[C:5](O)=[O:6].[C:5](O)(=[O:6])[C:4]1[C:3](=[CH:11][C:10](=[C:9]([CH:8]=1)[O:14][CH3:15])[O:12][CH3:13])[O:2][CH3:1].C1(C)C=CC=CC=1.S(Cl)([Cl:40])=O. The catalyst is CCCCCC. The product is [C:5]([Cl:40])(=[O:6])[C:4]1[C:3](=[CH:11][C:10](=[C:9]([CH:8]=1)[O:14][CH3:15])[O:12][CH3:13])[O:2][CH3:1]. The yield is 0.990. (3) The reactants are [Br:1][C:2]1[CH:3]=[C:4]2[C:9](=[CH:10][CH:11]=1)[C:8](=[O:12])[NH:7][C:6](=[O:13])[C:5]2=[CH:14]OC.[N:17]1([CH2:23][CH2:24][N:25]2[CH2:30][CH2:29][NH:28][CH2:27][CH2:26]2)[CH2:22][CH2:21][O:20][CH2:19][CH2:18]1. The catalyst is CN(C)C=O. The product is [Br:1][C:2]1[CH:3]=[C:4]2[C:9](=[CH:10][CH:11]=1)[C:8](=[O:12])[NH:7][C:6](=[O:13])/[C:5]/2=[CH:14]\[N:28]1[CH2:27][CH2:26][N:25]([CH2:24][CH2:23][N:17]2[CH2:18][CH2:19][O:20][CH2:21][CH2:22]2)[CH2:30][CH2:29]1. The yield is 0.200. (4) The reactants are [F:1][C:2]1[CH:3]=[C:4]([CH:8]=[CH:9][N:10]=1)[C:5]([OH:7])=[O:6].[CH2:11](N(CC)CC)[CH3:12].ClC(OCC)=O. The catalyst is ClCCl. The product is [F:1][C:2]1[CH:3]=[C:4]([CH:8]=[CH:9][N:10]=1)[C:5]([O:7][CH2:11][CH3:12])=[O:6]. The yield is 0.820. (5) The reactants are [Cl:1][S:2]([OH:5])(=O)=[O:3].[NH:6]1[C:14]2[C:9](=[CH:10][CH:11]=[CH:12][CH:13]=2)[CH2:8][C:7]1=[O:15]. The catalyst is O. The product is [Cl:1][S:2]([C:11]1[CH:10]=[C:9]2[C:14](=[CH:13][CH:12]=1)[NH:6][C:7](=[O:15])[CH2:8]2)(=[O:5])=[O:3]. The yield is 0.500. (6) The reactants are [C:1]([C:3]1[N:11]=[CH:10][C:9]2[NH:8][C:7]3[N:12]=[CH:13][C:14]([C:16]4[CH:21]=[CH:20][C:19]([CH2:22][N:23]5[CH2:28][CH2:27][CH2:26][CH2:25][CH2:24]5)=[CH:18][CH:17]=4)=[CH:15][C:6]=3[C:5]=2[CH:4]=1)#[CH:2].[N:29]([CH2:32][C:33]1[CH:38]=[CH:37][CH:36]=[CH:35][CH:34]=1)=[N+:30]=[N-:31]. The catalyst is CN(C)C=O.C(Cl)Cl.CO.[Cu]I. The product is [CH2:32]([N:29]1[CH:2]=[C:1]([C:3]2[N:11]=[CH:10][C:9]3[NH:8][C:7]4[N:12]=[CH:13][C:14]([C:16]5[CH:17]=[CH:18][C:19]([CH2:22][N:23]6[CH2:28][CH2:27][CH2:26][CH2:25][CH2:24]6)=[CH:20][CH:21]=5)=[CH:15][C:6]=4[C:5]=3[CH:4]=2)[N:31]=[N:30]1)[C:33]1[CH:38]=[CH:37][CH:36]=[CH:35][CH:34]=1. The yield is 0.200.